Dataset: Full USPTO retrosynthesis dataset with 1.9M reactions from patents (1976-2016). Task: Predict the reactants needed to synthesize the given product. (1) Given the product [O:17]=[C:18]([CH2:24][C@@H:25]([O:31][C:32]([O:34][CH2:35][C:36]([Cl:37])([Cl:38])[Cl:39])=[O:33])[C@@H:26]([CH3:30])[CH2:27][CH:28]=[CH2:29])[C:19]([CH3:23])([CH3:22])[C@@H:20]([OH:21])[CH2:2][C:1]([O:4][C:5]([CH3:8])([CH3:7])[CH3:6])=[O:3], predict the reactants needed to synthesize it. The reactants are: [C:1]([O:4][C:5]([CH3:8])([CH3:7])[CH3:6])(=[O:3])[CH3:2].C([N-]C(C)C)(C)C.[Li+].[O:17]=[C:18]([CH2:24][C@@H:25]([O:31][C:32]([O:34][CH2:35][C:36]([Cl:39])([Cl:38])[Cl:37])=[O:33])[C@@H:26]([CH3:30])[CH2:27][CH:28]=[CH2:29])[C:19]([CH3:23])([CH3:22])[CH:20]=[O:21].O. (2) Given the product [CH3:20][N:21]1[C:30]2[C:25](=[CH:26][CH:27]=[CH:28][CH:29]=2)[N:24]=[C:23]([CH3:31])[C:22]1=[O:48], predict the reactants needed to synthesize it. The reactants are: O(CC1C(=O)NC2C(N=1)=CC=CC=2)C1C=CC=CC=1.[CH3:20][N:21]1[C:30]2[C:25](=[CH:26][CH:27]=[CH:28][CH:29]=2)[N:24]=[C:23]([CH2:31]OC2C=CC=CC=2C(NC2C=CC=CC=2)=O)[C:22]1=[O:48].CNC1C=CC=CC=1N.C(O)(=O)C(C)=O.